From a dataset of Peptide-MHC class I binding affinity with 185,985 pairs from IEDB/IMGT. Regression. Given a peptide amino acid sequence and an MHC pseudo amino acid sequence, predict their binding affinity value. This is MHC class I binding data. (1) The peptide sequence is NELTLIDFYL. The MHC is HLA-B40:02 with pseudo-sequence HLA-B40:02. The binding affinity (normalized) is 0.553. (2) The MHC is BoLA-D18.4 with pseudo-sequence BoLA-D18.4. The peptide sequence is WQFGPSTYY. The binding affinity (normalized) is 0.623. (3) The peptide sequence is GKLDPTNTL. The MHC is HLA-A02:01 with pseudo-sequence HLA-A02:01. The binding affinity (normalized) is 0.0847. (4) The peptide sequence is SLQSKHRKSR. The MHC is Patr-A0301 with pseudo-sequence Patr-A0301. The binding affinity (normalized) is 0.0751. (5) The MHC is HLA-B53:01 with pseudo-sequence HLA-B53:01. The peptide sequence is RPAEEATSL. The binding affinity (normalized) is 0.143. (6) The peptide sequence is SYAQMWQLM. The MHC is HLA-A24:02 with pseudo-sequence HLA-A24:02. The binding affinity (normalized) is 0.735. (7) The MHC is HLA-A23:01 with pseudo-sequence HLA-A23:01. The peptide sequence is ETRSFTTHF. The binding affinity (normalized) is 0.0847. (8) The peptide sequence is WRRPVVTAHI. The MHC is HLA-B27:05 with pseudo-sequence HLA-B27:05. The binding affinity (normalized) is 0.697. (9) The peptide sequence is SILEYAKSI. The MHC is HLA-A02:01 with pseudo-sequence HLA-A02:01. The binding affinity (normalized) is 0.572.